Task: Binary Classification. Given a T-cell receptor sequence (or CDR3 region) and an epitope sequence, predict whether binding occurs between them.. Dataset: TCR-epitope binding with 47,182 pairs between 192 epitopes and 23,139 TCRs (1) The epitope is AVFDRKSDAK. The TCR CDR3 sequence is CASSVTSSRGGTDTQYF. Result: 1 (the TCR binds to the epitope). (2) The epitope is KLNVGDYFV. The TCR CDR3 sequence is CASSPSTGQGIHSPLHF. Result: 1 (the TCR binds to the epitope).